Dataset: Reaction yield outcomes from USPTO patents with 853,638 reactions. Task: Predict the reaction yield, written as a fraction of the theoretical maximum amount of product (1.0 means a 100% yield; for example, 0.34 means a 34% yield). The reactants are [C:1](O)(C(F)(F)F)=[O:2].[C:8]1([C:14]2[CH:19]=[C:18]([CH:20]3[CH2:25][NH:24][S:23](=[O:27])(=[O:26])[NH:22][CH2:21]3)[CH:17]=[CH:16][C:15]=2[NH:28][C:29]([C:31]2[N:32](COCC[Si](C)(C)C)[CH:33]=[C:34]([C:36]#[N:37])[N:35]=2)=[O:30])[CH2:13][CH2:12][CH2:11][CH2:10][CH:9]=1. The catalyst is C(Cl)Cl.CCO. The product is [C:8]1([C:14]2[CH:19]=[C:18]([CH:20]3[CH2:25][NH:24][S:23](=[O:26])(=[O:27])[NH:22][CH2:21]3)[C:17]([CH2:1][OH:2])=[CH:16][C:15]=2[NH:28][C:29]([C:31]2[NH:32][CH:33]=[C:34]([C:36]#[N:37])[N:35]=2)=[O:30])[CH2:13][CH2:12][CH2:11][CH2:10][CH:9]=1. The yield is 0.460.